Dataset: Full USPTO retrosynthesis dataset with 1.9M reactions from patents (1976-2016). Task: Predict the reactants needed to synthesize the given product. (1) The reactants are: [CH2:1]([O:8][CH2:9][C@H:10]([NH:13][C:14]([C:27]1[CH:32]=[CH:31][CH:30]=[CH:29][CH:28]=1)([C:21]1[CH:26]=[CH:25][CH:24]=[CH:23][CH:22]=1)[C:15]1[CH:20]=[CH:19][CH:18]=[CH:17][CH:16]=1)[CH2:11][OH:12])[C:2]1[CH:7]=[CH:6][CH:5]=[CH:4][CH:3]=1.C(N(CC)CC)C.[Si:40](Cl)([C:43]([CH3:46])([CH3:45])[CH3:44])([CH3:42])[CH3:41]. Given the product [CH2:1]([O:8][CH2:9][C@H:10]([NH:13][C:14]([C:27]1[CH:32]=[CH:31][CH:30]=[CH:29][CH:28]=1)([C:21]1[CH:22]=[CH:23][CH:24]=[CH:25][CH:26]=1)[C:15]1[CH:16]=[CH:17][CH:18]=[CH:19][CH:20]=1)[CH2:11][O:12][Si:40]([C:43]([CH3:46])([CH3:45])[CH3:44])([CH3:42])[CH3:41])[C:2]1[CH:3]=[CH:4][CH:5]=[CH:6][CH:7]=1, predict the reactants needed to synthesize it. (2) Given the product [F:2][C:3]1[CH:4]=[CH:5][CH:6]=[C:7]2[C:16]=1[C:10]1([CH2:11][CH2:12][N:13]([C:31]([NH:30][C:27]3[N:26]=[CH:25][C:24]([C:18]4[CH:19]=[CH:20][CH:21]=[CH:22][CH:23]=4)=[CH:29][N:28]=3)=[O:32])[CH2:14][CH2:15]1)[O:9][C:8]2=[O:17], predict the reactants needed to synthesize it. The reactants are: Cl.[F:2][C:3]1[CH:4]=[CH:5][CH:6]=[C:7]2[C:16]=1[C:10]1([CH2:15][CH2:14][NH:13][CH2:12][CH2:11]1)[O:9][C:8]2=[O:17].[C:18]1([C:24]2[CH:25]=[N:26][C:27]([NH:30][C:31](=O)[O:32]C3C=CC=CC=3)=[N:28][CH:29]=2)[CH:23]=[CH:22][CH:21]=[CH:20][CH:19]=1.C(N(CC)CC)C. (3) Given the product [CH2:30]([O:29][C:18]1[C:19]([CH:26]([CH3:28])[CH3:27])=[CH:20][C:21]([CH:23]([CH3:24])[CH3:25])=[CH:22][C:17]=1[C:16]1[C:10]2[CH:9]=[C:8]([C:6]([CH3:7])=[CH:5][C:4]([OH:33])=[O:3])[S:12][C:11]=2[CH:13]=[CH:14][CH:15]=1)[CH2:31][CH3:32], predict the reactants needed to synthesize it. The reactants are: C([O:3][C:4](=[O:33])[CH:5]=[C:6]([C:8]1[S:12][C:11]2[CH:13]=[CH:14][CH:15]=[C:16]([C:17]3[CH:22]=[C:21]([CH:23]([CH3:25])[CH3:24])[CH:20]=[C:19]([CH:26]([CH3:28])[CH3:27])[C:18]=3[O:29][CH2:30][CH2:31][CH3:32])[C:10]=2[CH:9]=1)[CH3:7])C.C1COCC1.[Li+].[OH-]. (4) The reactants are: Cl[C:2]1[C:7]([N+:8]([O-:10])=[O:9])=[C:6]([NH:11][CH2:12][C:13]2[O:17][N:16]=[C:15]([C:18]3[CH:23]=[CH:22][C:21]([F:24])=[CH:20][CH:19]=3)[CH:14]=2)[C:5]([CH3:25])=[C:4]([CH3:26])[N:3]=1.C(N(CC)CC)C.[CH3:34][O:35][C:36]1[CH:52]=[CH:51][C:39]([CH2:40][NH:41][CH2:42][C:43]2[CH:48]=[CH:47][C:46]([O:49][CH3:50])=[CH:45][CH:44]=2)=[CH:38][CH:37]=1. Given the product [F:24][C:21]1[CH:22]=[CH:23][C:18]([C:15]2[CH:14]=[C:13]([CH2:12][NH:11][C:6]3[C:5]([CH3:25])=[C:4]([CH3:26])[N:3]=[C:2]([N:41]([CH2:40][C:39]4[CH:38]=[CH:37][C:36]([O:35][CH3:34])=[CH:52][CH:51]=4)[CH2:42][C:43]4[CH:44]=[CH:45][C:46]([O:49][CH3:50])=[CH:47][CH:48]=4)[C:7]=3[N+:8]([O-:10])=[O:9])[O:17][N:16]=2)=[CH:19][CH:20]=1, predict the reactants needed to synthesize it.